This data is from CYP2D6 inhibition data for predicting drug metabolism from PubChem BioAssay. The task is: Regression/Classification. Given a drug SMILES string, predict its absorption, distribution, metabolism, or excretion properties. Task type varies by dataset: regression for continuous measurements (e.g., permeability, clearance, half-life) or binary classification for categorical outcomes (e.g., BBB penetration, CYP inhibition). Dataset: cyp2d6_veith. (1) The compound is CNCCCCCCCCSc1nc(C(C)C)ccc1C(=O)c1cccs1.O=C(O)CC(=O)O. The result is 1 (inhibitor). (2) The compound is CC(=O)OC[C@@H]1O[C@H](C/C=N\O[C@@H](C)CN2CCCCc3nc(C)c(C)cc32)C=C[C@@H]1OC(C)=O. The result is 1 (inhibitor). (3) The molecule is COc1cccc(-c2nc(N(C)C)c3ccccc3n2)c1. The result is 1 (inhibitor). (4) The compound is COc1ccc(-n2c(O)c(C(C)=NCCCn3ccnc3)c(=O)[nH]c2=O)cc1. The result is 1 (inhibitor). (5) The molecule is CC1(C)[C@@H]2CC[C@]1(CC(=O)O)[C@H](Cl)C2. The result is 0 (non-inhibitor). (6) The molecule is Cc1ccc(/C=N/NC(=O)Cn2nccc2C)o1. The result is 0 (non-inhibitor). (7) The drug is CCOC(=O)C1=C(C)NC(C)=C(C(=O)OCC)C1c1sccc1C. The result is 0 (non-inhibitor).